Dataset: Reaction yield outcomes from USPTO patents with 853,638 reactions. Task: Predict the reaction yield, written as a fraction of the theoretical maximum amount of product (1.0 means a 100% yield; for example, 0.34 means a 34% yield). (1) The reactants are [O:1]1[CH2:5][CH2:4][O:3][CH:2]1[CH2:6][C:7]1[CH:14]=[CH:13][C:10]([C:11]#[N:12])=[CH:9][CH:8]=1.[NH2:15][OH:16]. The catalyst is C(O)C. The product is [O:1]1[CH2:5][CH2:4][O:3][CH:2]1[CH2:6][C:7]1[CH:14]=[CH:13][C:10]([C:11](=[N:15][OH:16])[NH2:12])=[CH:9][CH:8]=1. The yield is 0.730. (2) The reactants are [Br:1][C:2]1[C:11]2[C@H:10]([CH3:12])[C@@H:9]([OH:13])[CH2:8][CH2:7][C:6]=2[CH:5]=[CH:4][C:3]=1[NH:14][S:15]([C:18]1[CH:23]=[CH:22][CH:21]=[CH:20][C:19]=1[F:24])(=[O:17])=[O:16].[C:25](OC(=O)C)(=[O:27])[CH3:26].N1C=CC=CC=1. The catalyst is C(Cl)Cl.CN(C1C=CN=CC=1)C. The product is [C:25]([O:13][C@H:9]1[CH2:8][CH2:7][C:6]2[C:11](=[C:2]([Br:1])[C:3]([NH:14][S:15]([C:18]3[CH:23]=[CH:22][CH:21]=[CH:20][C:19]=3[F:24])(=[O:17])=[O:16])=[CH:4][CH:5]=2)[C@@H:10]1[CH3:12])(=[O:27])[CH3:26]. The yield is 0.920. (3) The reactants are [Cl:1][C:2]1[CH:10]=[C:9]2[C:5]([C:6]([C:11]([O:13][CH3:14])=[O:12])=[CH:7][NH:8]2)=[CH:4][C:3]=1B1OCC(C)(C)CO1.Br[C:24]1[CH:40]=[CH:39][C:27]([O:28][CH2:29][CH2:30][CH2:31][N:32]2[CH2:37][CH2:36][O:35][CH2:34][C:33]2=[O:38])=[CH:26][CH:25]=1.C(=O)([O-])[O-].[K+].[K+].C(OCC)(=O)C. The catalyst is C1(C)C=CC=CC=1.C(O)C.C1C=CC(P(C2C=CC=CC=2)[C-]2C=CC=C2)=CC=1.C1C=CC(P(C2C=CC=CC=2)[C-]2C=CC=C2)=CC=1.Cl[Pd]Cl.[Fe+2]. The product is [Cl:1][C:2]1[CH:10]=[C:9]2[C:5]([C:6]([C:11]([O:13][CH3:14])=[O:12])=[CH:7][NH:8]2)=[CH:4][C:3]=1[C:24]1[CH:25]=[CH:26][C:27]([O:28][CH2:29][CH2:30][CH2:31][N:32]2[CH2:37][CH2:36][O:35][CH2:34][C:33]2=[O:38])=[CH:39][CH:40]=1. The yield is 0.500. (4) The reactants are [NH2:1][C:2]1[CH:16]=[N:15][C:5]2[NH:6][C:7]3[CH:12]=[N:11][C:10]([C:13]#[N:14])=[CH:9][C:8]=3[C:4]=2[CH:3]=1.[N:17]1([C:22](Cl)=[O:23])[CH2:21][CH2:20][CH2:19][CH2:18]1.C(=O)(O)[O-].[Na+]. The catalyst is N1C=CC=CC=1.CO.C(Cl)Cl.O. The yield is 0.110. The product is [N:17]1([C:22]([NH:1][C:2]2[CH:16]=[N:15][C:5]3[NH:6][C:7]4[CH:12]=[N:11][C:10]([C:13]#[N:14])=[CH:9][C:8]=4[C:4]=3[CH:3]=2)=[O:23])[CH2:21][CH2:20][CH2:19][CH2:18]1. (5) The reactants are [OH:1][C:2]1[C:7]2[CH:8]=[CH:9][S:10][C:6]=2[CH:5]=[CH:4][CH:3]=1.[OH-].[K+].[C:13]([OH:17])(=[O:16])[CH:14]=[O:15].Cl.[CH2:19]([N:23]([CH2:28][CH2:29][CH2:30][CH3:31])[CH2:24][CH2:25][CH2:26][CH3:27])[CH2:20][CH2:21][CH3:22]. The catalyst is O.COC(C)(C)C. The product is [OH:15][CH:14]([C:5]1[C:6]2[S:10][CH:9]=[CH:8][C:7]=2[C:2]([OH:1])=[CH:3][CH:4]=1)[C:13]([O-:17])=[O:16].[CH2:28]([NH+:23]([CH2:19][CH2:20][CH2:21][CH3:22])[CH2:24][CH2:25][CH2:26][CH3:27])[CH2:29][CH2:30][CH3:31]. The yield is 0.531. (6) The reactants are [N+:1]([O-:4])(O)=[O:2].[Cl:5][C:6]1[CH:11]=[C:10]([F:12])[CH:9]=[CH:8][C:7]=1[CH2:13][C:14]([OH:16])=[O:15]. The catalyst is OS(O)(=O)=O. The product is [Cl:5][C:6]1[CH:11]=[C:10]([F:12])[C:9]([N+:1]([O-:4])=[O:2])=[CH:8][C:7]=1[CH2:13][C:14]([OH:16])=[O:15]. The yield is 0.980. (7) The catalyst is CO.O. The product is [F:20][C:18]([F:21])([F:19])[C:17]([N:9]1[CH2:10][CH:11]2[CH2:16][CH:7]([C:6]3[CH:5]=[C:4]([C:1](=[N:24][OH:25])[CH3:2])[C:14]([OH:15])=[CH:13][C:12]=32)[CH2:8]1)=[O:22]. The yield is 0.930. The reactants are [C:1]([C:4]1[C:14]([OH:15])=[CH:13][C:12]2[CH:11]3[CH2:16][CH:7]([CH2:8][N:9]([C:17](=[O:22])[C:18]([F:21])([F:20])[F:19])[CH2:10]3)[C:6]=2[CH:5]=1)(=O)[CH3:2].Cl.[NH2:24][OH:25].C([O-])(=O)C.[Na+]. (8) The reactants are Cl.[CH2:2]([O:9][C:10]1[CH:11]=[CH:12][C:13]([NH2:16])=[N:14][CH:15]=1)[C:3]1[CH:8]=[CH:7][CH:6]=[CH:5][CH:4]=1.C([O-])(=O)C.[Na+].[Br:22]Br. The catalyst is C(O)(=O)C. The product is [CH2:2]([O:9][C:10]1[CH:11]=[C:12]([Br:22])[C:13]([NH2:16])=[N:14][CH:15]=1)[C:3]1[CH:4]=[CH:5][CH:6]=[CH:7][CH:8]=1. The yield is 0.170. (9) The reactants are [C:1]([C:3]1[C:4]([NH:9][C@@H:10]([CH3:16])[C:11](OCC)=[O:12])=[N:5][CH:6]=[CH:7][CH:8]=1)#[N:2].C[O-].[Na+].Cl. The catalyst is CO.[Ni]. The product is [CH3:16][C@@H:10]1[NH:9][C:4]2[N:5]=[CH:6][CH:7]=[CH:8][C:3]=2[CH2:1][NH:2][C:11]1=[O:12]. The yield is 0.230. (10) The reactants are [O:1]=[C:2]1[CH2:10][C:9]2[C:4](=[CH:5][CH:6]=[C:7]([C:11]([OH:13])=O)[CH:8]=2)[NH:3]1.[CH2:14]1[C@H:23]2[C@H:18]([CH2:19][CH2:20][C:21]3[CH:27]=[CH:26][CH:25]=[CH:24][C:22]=32)[NH:17][CH2:16][CH2:15]1.F[P-](F)(F)(F)(F)F.N1(OC(N(C)C)=[N+](C)C)C2N=CC=CC=2N=N1. No catalyst specified. The product is [CH2:14]1[C@H:23]2[C@H:18]([CH2:19][CH2:20][C:21]3[CH:27]=[CH:26][CH:25]=[CH:24][C:22]=32)[N:17]([C:11]([C:7]2[CH:8]=[C:9]3[C:4](=[CH:5][CH:6]=2)[NH:3][C:2](=[O:1])[CH2:10]3)=[O:13])[CH2:16][CH2:15]1. The yield is 0.250.